From a dataset of Reaction yield outcomes from USPTO patents with 853,638 reactions. Predict the reaction yield, written as a fraction of the theoretical maximum amount of product (1.0 means a 100% yield; for example, 0.34 means a 34% yield). (1) The reactants are Br[C:2]1[CH:26]=[CH:25][C:5]2[C:6]3[N:10]([CH2:11][CH2:12][O:13][C:4]=2[CH:3]=1)[CH:9]=[C:8]([C:14]1[N:15]([CH:22]([CH3:24])[CH3:23])[N:16]=[C:17]([CH2:19][O:20][CH3:21])[N:18]=1)[N:7]=3.B1([C:36]2[CH2:41][CH2:40][N:39]([C:42]([O:44][C:45]([CH3:48])([CH3:47])[CH3:46])=[O:43])[CH2:38][CH:37]=2)OC(C)(C)C(C)(C)O1.C(=O)([O-])[O-].[Cs+].[Cs+].ClCCl. The catalyst is COCCOC.C1C=CC(P([C]2[CH][CH][CH][CH]2)C2C=CC=CC=2)=CC=1.C1C=CC(P([C]2[CH][CH][CH][CH]2)C2C=CC=CC=2)=CC=1.Cl[Pd]Cl.[Fe]. The product is [C:45]([O:44][C:42]([N:39]1[CH2:38][CH:37]=[C:36]([C:2]2[CH:26]=[CH:25][C:5]3[C:6]4[N:10]([CH2:11][CH2:12][O:13][C:4]=3[CH:3]=2)[CH:9]=[C:8]([C:14]2[N:15]([CH:22]([CH3:24])[CH3:23])[N:16]=[C:17]([CH2:19][O:20][CH3:21])[N:18]=2)[N:7]=4)[CH2:41][CH2:40]1)=[O:43])([CH3:48])([CH3:46])[CH3:47]. The yield is 0.720. (2) The reactants are [CH2:1]([O:3][C:4]([C:6]1[NH:7][CH:8]=[C:9]([N+:11]([O-:13])=[O:12])[CH:10]=1)=[O:5])[CH3:2].[CH3:14][CH2:15][O-].[Na+].[CH3:18]I.O. The catalyst is CCO.C(Cl)(Cl)Cl. The product is [CH2:1]([O:3][C:4]([C:6]1[N:7]([CH2:18][CH2:15][CH3:14])[CH:8]=[C:9]([N+:11]([O-:13])=[O:12])[CH:10]=1)=[O:5])[CH3:2]. The yield is 0.770.